From a dataset of Forward reaction prediction with 1.9M reactions from USPTO patents (1976-2016). Predict the product of the given reaction. (1) Given the reactants [CH3:1][O:2][C:3]1[CH:8]=[C:7]([O:9][CH3:10])[CH:6]=[CH:5][C:4]=1[C:11]1[C:19]2[C:14](=[C:15]([F:20])[CH:16]=[CH:17][CH:18]=2)[NH:13][N:12]=1.[H-].[Na+].I[CH2:24][CH:25]([CH3:27])[CH3:26], predict the reaction product. The product is: [CH3:1][O:2][C:3]1[CH:8]=[C:7]([O:9][CH3:10])[CH:6]=[CH:5][C:4]=1[C:11]1[C:19]2[C:14](=[C:15]([F:20])[CH:16]=[CH:17][CH:18]=2)[N:13]([CH2:24][CH:25]([CH3:27])[CH3:26])[N:12]=1. (2) Given the reactants [NH2:1][C:2]1[NH:6][N:5]=[C:4]([CH2:7][OH:8])[N:3]=1.[Br:9][CH:10]([CH:13]=O)[CH:11]=O, predict the reaction product. The product is: [Br:9][C:10]1[CH:11]=[N:1][C:2]2[N:6]([N:5]=[C:4]([CH2:7][OH:8])[N:3]=2)[CH:13]=1. (3) Given the reactants O[C:2]1([CH2:18][CH2:19][NH:20][C:21](=[O:23])[CH3:22])[C:13]2[C:12]3[O:11][C:10]([CH3:14])=[N:9][C:8]=3[CH:7]=[CH:6][C:5]=2[CH2:4][CH:3]1[CH:15]([CH3:17])[CH3:16].O.C1(C)C=CC(S(O)(=O)=O)=CC=1.S([O-])([O-])(=O)=O.[Mg+2], predict the reaction product. The product is: [CH:15]([C:3]1[CH2:4][C:5]2[CH:6]=[CH:7][C:8]3[N:9]=[C:10]([CH3:14])[O:11][C:12]=3[C:13]=2[C:2]=1[CH2:18][CH2:19][NH:20][C:21](=[O:23])[CH3:22])([CH3:17])[CH3:16]. (4) Given the reactants [C:1]1([CH:8]=[CH:7][C:5]([OH:6])=[CH:4][CH:3]=1)[OH:2].[F:9][C:10]1[CH:17]=[CH:16][C:13]([CH2:14]Br)=[CH:12][CH:11]=1.C(=O)([O-])[O-].[K+].[K+].O, predict the reaction product. The product is: [F:9][C:10]1[CH:17]=[CH:16][C:13]([CH2:14][O:2][C:1]2[CH:8]=[CH:7][C:5]([OH:6])=[CH:4][CH:3]=2)=[CH:12][CH:11]=1.